Regression. Given two drug SMILES strings and cell line genomic features, predict the synergy score measuring deviation from expected non-interaction effect. From a dataset of NCI-60 drug combinations with 297,098 pairs across 59 cell lines. (1) Synergy scores: CSS=53.5, Synergy_ZIP=1.11, Synergy_Bliss=2.35, Synergy_Loewe=-35.2, Synergy_HSA=-8.08. Cell line: SK-MEL-5. Drug 2: CN(CCCl)CCCl.Cl. Drug 1: CC1C(C(CC(O1)OC2CC(OC(C2O)C)OC3=CC4=CC5=C(C(=O)C(C(C5)C(C(=O)C(C(C)O)O)OC)OC6CC(C(C(O6)C)O)OC7CC(C(C(O7)C)O)OC8CC(C(C(O8)C)O)(C)O)C(=C4C(=C3C)O)O)O)O. (2) Drug 1: CC1C(C(CC(O1)OC2CC(CC3=C2C(=C4C(=C3O)C(=O)C5=C(C4=O)C(=CC=C5)OC)O)(C(=O)C)O)N)O.Cl. Drug 2: CCC1(C2=C(COC1=O)C(=O)N3CC4=CC5=C(C=CC(=C5CN(C)C)O)N=C4C3=C2)O.Cl. Cell line: MDA-MB-231. Synergy scores: CSS=15.4, Synergy_ZIP=-9.97, Synergy_Bliss=-7.06, Synergy_Loewe=-14.3, Synergy_HSA=-4.95. (3) Cell line: K-562. Drug 1: CCN(CC)CCCC(C)NC1=C2C=C(C=CC2=NC3=C1C=CC(=C3)Cl)OC. Synergy scores: CSS=23.9, Synergy_ZIP=0.844, Synergy_Bliss=8.97, Synergy_Loewe=-6.80, Synergy_HSA=6.38. Drug 2: COCCOC1=C(C=C2C(=C1)C(=NC=N2)NC3=CC=CC(=C3)C#C)OCCOC.Cl. (4) Drug 1: CC1C(C(CC(O1)OC2CC(OC(C2O)C)OC3=CC4=CC5=C(C(=O)C(C(C5)C(C(=O)C(C(C)O)O)OC)OC6CC(C(C(O6)C)O)OC7CC(C(C(O7)C)O)OC8CC(C(C(O8)C)O)(C)O)C(=C4C(=C3C)O)O)O)O. Drug 2: C1=CC=C(C(=C1)C(C2=CC=C(C=C2)Cl)C(Cl)Cl)Cl. Cell line: A549. Synergy scores: CSS=44.3, Synergy_ZIP=4.21, Synergy_Bliss=3.62, Synergy_Loewe=-40.6, Synergy_HSA=-1.61. (5) Drug 1: CC1=C(C(CCC1)(C)C)C=CC(=CC=CC(=CC(=O)O)C)C. Drug 2: CN(CCCl)CCCl.Cl. Cell line: OVCAR3. Synergy scores: CSS=10.2, Synergy_ZIP=-0.540, Synergy_Bliss=0.0144, Synergy_Loewe=-4.23, Synergy_HSA=-1.51.